The task is: Predict the reaction yield, written as a fraction of the theoretical maximum amount of product (1.0 means a 100% yield; for example, 0.34 means a 34% yield).. This data is from Reaction yield outcomes from USPTO patents with 853,638 reactions. The reactants are Br[CH2:2][C:3]1[S:4][C:5]2[CH:11]=[CH:10][CH:9]=[C:8]([C:12]3[CH:13]=[C:14]([CH:20]=[CH:21][CH:22]=3)[C:15]([O:17][CH2:18][CH3:19])=[O:16])[C:6]=2[CH:7]=1.[F:23][C:24]1[CH:25]=[C:26](B(O)O)[CH:27]=[CH:28][C:29]=1[F:30]. No catalyst specified. The product is [F:23][C:24]1[CH:25]=[C:26]([CH:27]=[CH:28][C:29]=1[F:30])[CH2:2][C:3]1[S:4][C:5]2[CH:11]=[CH:10][CH:9]=[C:8]([C:12]3[CH:13]=[C:14]([CH:20]=[CH:21][CH:22]=3)[C:15]([O:17][CH2:18][CH3:19])=[O:16])[C:6]=2[CH:7]=1. The yield is 0.580.